This data is from Reaction yield outcomes from USPTO patents with 853,638 reactions. The task is: Predict the reaction yield, written as a fraction of the theoretical maximum amount of product (1.0 means a 100% yield; for example, 0.34 means a 34% yield). (1) The reactants are [C:1]([C:3]1[CH:4]=[C:5]([CH2:10][C:11]([O:13][C:14]([CH3:17])([CH3:16])[CH3:15])=[O:12])[CH:6]=[CH:7][C:8]=1F)#[N:2].[OH:18][C:19]1[CH:28]=[CH:27][C:22]([C:23]([O:25][CH3:26])=[O:24])=[CH:21][CH:20]=1.C([O-])([O-])=O.[K+].[K+].CS(C)=O. The catalyst is O.CCOC(C)=O. The product is [C:14]([O:13][C:11](=[O:12])[CH2:10][C:5]1[CH:6]=[CH:7][C:8]([O:18][C:19]2[CH:20]=[CH:21][C:22]([C:23]([O:25][CH3:26])=[O:24])=[CH:27][CH:28]=2)=[C:3]([C:1]#[N:2])[CH:4]=1)([CH3:17])([CH3:16])[CH3:15]. The yield is 0.790. (2) The reactants are [Br:1][C:2]1[C:3]([OH:12])=[CH:4][C:5]([OH:11])=[C:6]([CH:10]=1)[C:7]([OH:9])=O.Cl.CN(C)CCCN=C=NCC.C1C=CC2N(O)N=NC=2C=1.[CH2:35]1[C:43]2[C:38](=[CH:39][CH:40]=[CH:41][CH:42]=2)[CH2:37][NH:36]1. The catalyst is CN(C=O)C. The product is [Br:1][C:2]1[C:3]([OH:12])=[CH:4][C:5]([OH:11])=[C:6]([C:7]([N:36]2[CH2:37][C:38]3[C:43](=[CH:42][CH:41]=[CH:40][CH:39]=3)[CH2:35]2)=[O:9])[CH:10]=1. The yield is 0.440. (3) The product is [F:19][C:18]([F:20])([F:21])[CH:17]([C:14]1[CH:15]=[CH:16][C:11]([C:4]2[CH:5]=[CH:6][CH:7]=[C:2]([F:1])[CH:3]=2)=[CH:12][CH:13]=1)[OH:22]. The reactants are [F:1][C:2]1[CH:3]=[C:4]([Mg]Br)[CH:5]=[CH:6][CH:7]=1.Br[C:11]1[CH:16]=[CH:15][C:14]([CH:17]([OH:22])[C:18]([F:21])([F:20])[F:19])=[CH:13][CH:12]=1.C(O)(C(F)(F)F)=O. The catalyst is C1COCC1.C1C=CC([P]([Pd]([P](C2C=CC=CC=2)(C2C=CC=CC=2)C2C=CC=CC=2)([P](C2C=CC=CC=2)(C2C=CC=CC=2)C2C=CC=CC=2)[P](C2C=CC=CC=2)(C2C=CC=CC=2)C2C=CC=CC=2)(C2C=CC=CC=2)C2C=CC=CC=2)=CC=1. The yield is 0.940. (4) The reactants are C(NC(C)C)(C)C.O1CCCC1.C([Li])CCC.[NH2:18][C:19]1[C:20]([Cl:28])=[C:21]([CH:25]=[CH:26][CH:27]=1)[C:22]([OH:24])=[O:23].[N:29]([CH2:32][CH2:33][CH2:34][CH3:35])=[C:30]=[O:31]. The catalyst is CCCCCC. The product is [CH2:32]([NH:29][C:30](=[O:31])[NH:18][C:19]1[C:20]([Cl:28])=[C:21]([CH:25]=[CH:26][CH:27]=1)[C:22]([OH:24])=[O:23])[CH2:33][CH2:34][CH3:35]. The yield is 0.0900. (5) The reactants are [F:1][C:2]1[CH:7]=[CH:6][C:5]([OH:8])=[C:4]([O:9][CH3:10])[CH:3]=1.F[C:12]1[CH:17]=[CH:16][CH:15]=[CH:14][C:13]=1[N+:18]([O-:20])=[O:19].[F:21][C:22]1[CH:35]=[CH:34][C:25]([O:26][C:27]2[CH:33]=[CH:32][CH:31]=[CH:30][C:28]=2[NH2:29])=[C:24]([O:36][CH3:37])[CH:23]=1.[NH2:38][C:39]1[S:40][CH:41]=[CH:42][N:43]=1. No catalyst specified. The product is [F:1][C:2]1[CH:7]=[CH:6][C:5]([O:8][C:12]2[CH:17]=[CH:16][CH:15]=[CH:14][C:13]=2[N+:18]([O-:20])=[O:19])=[C:4]([O:9][CH3:10])[CH:3]=1.[F:21][C:22]1[CH:35]=[CH:34][C:25]([O:26][C:27]2[CH:33]=[CH:32][CH:31]=[CH:30][C:28]=2[NH:29][C:10]([NH:38][C:39]2[S:40][CH:41]=[CH:42][N:43]=2)=[O:9])=[C:24]([O:36][CH3:37])[CH:23]=1. The yield is 0.670. (6) The reactants are [Br:1][C:2]1[CH:7]=[CH:6][C:5]([N:8]=[C:9]=[O:10])=[CH:4][C:3]=1[C:11]([F:14])([F:13])[F:12].[CH3:15][NH:16][C:17]([C:19]1[CH:24]=[C:23]([O:25][C:26]2[CH:32]=[CH:31][C:29]([NH2:30])=[CH:28][CH:27]=2)[CH:22]=[CH:21][N:20]=1)=[O:18]. The catalyst is C(Cl)Cl. The product is [Br:1][C:2]1[CH:7]=[CH:6][C:5]([NH:8][C:9]([NH:30][C:29]2[CH:28]=[CH:27][C:26]([O:25][C:23]3[CH:22]=[CH:21][N:20]=[C:19]([C:17](=[O:18])[NH:16][CH3:15])[CH:24]=3)=[CH:32][CH:31]=2)=[O:10])=[CH:4][C:3]=1[C:11]([F:12])([F:13])[F:14]. The yield is 0.900.